From a dataset of Full USPTO retrosynthesis dataset with 1.9M reactions from patents (1976-2016). Predict the reactants needed to synthesize the given product. (1) Given the product [CH2:18]([O:17][C:16](=[O:23])[CH2:15][C:12](=[O:14])[CH2:11][CH2:10][CH2:9][O:8][CH2:1][C:2]1[CH:3]=[CH:4][CH:5]=[CH:6][CH:7]=1)[CH3:20], predict the reactants needed to synthesize it. The reactants are: [CH2:1]([O:8][CH2:9][CH2:10][CH2:11][C:12]([OH:14])=O)[C:2]1[CH:7]=[CH:6][CH:5]=[CH:4][CH:3]=1.[CH3:15][C:16]1(C)[O:23]C(=O)[CH2:20][C:18](=O)[O:17]1.CN(C1C=CC=CN=1)C.ClC(OC(C)=C)=O.S([O-])(O)(=O)=O.[K+]. (2) Given the product [F:1][C:2]1[N:3]=[C:4]([C:25]([F:28])([F:26])[F:27])[C:5]([OH:18])=[CH:6][C:7]=1[C:8]1[CH:17]=[CH:16][C:11]2[N:12]=[C:13]([CH3:15])[S:14][C:10]=2[CH:9]=1, predict the reactants needed to synthesize it. The reactants are: [F:1][C:2]1[C:7]([C:8]2[CH:17]=[CH:16][C:11]3[N:12]=[C:13]([CH3:15])[S:14][C:10]=3[CH:9]=2)=[CH:6][C:5]([O:18]COCCOC)=[C:4]([C:25]([F:28])([F:27])[F:26])[N:3]=1.Cl. (3) Given the product [C:19]([O:18][C:16]([N:14]1[CH2:13][CH:12]([CH2:11][N:8]2[C:9]3[C:5](=[CH:4][CH:3]=[C:2]([F:1])[CH:10]=3)[C:6]([C:23]3[N:24]=[C:25]4[C:31]([C:32]([OH:44])=[O:33])=[CH:30][N:29]([CH2:34][O:35][CH2:36][CH2:37][Si:38]([CH3:41])([CH3:40])[CH3:39])[C:26]4=[N:27][CH:28]=3)=[N:7]2)[CH2:15]1)=[O:17])([CH3:22])([CH3:21])[CH3:20], predict the reactants needed to synthesize it. The reactants are: [F:1][C:2]1[CH:10]=[C:9]2[C:5]([C:6]([C:23]3[N:24]=[C:25]4[C:31]([CH:32]=[O:33])=[CH:30][N:29]([CH2:34][O:35][CH2:36][CH2:37][Si:38]([CH3:41])([CH3:40])[CH3:39])[C:26]4=[N:27][CH:28]=3)=[N:7][N:8]2[CH2:11][CH:12]2[CH2:15][N:14]([C:16]([O:18][C:19]([CH3:22])([CH3:21])[CH3:20])=[O:17])[CH2:13]2)=[CH:4][CH:3]=1.S(=O)(=O)([OH:44])N.Cl([O-])=O.[Na+].P([O-])(O)(O)=O.[K+]. (4) Given the product [Cl:1][C:2]1[C:11]([NH:12][NH:13][C:33](=[O:34])[CH2:32][C:28]2[S:27][CH:31]=[CH:30][CH:29]=2)=[N:10][C:9]2[C:4]([N:3]=1)=[CH:5][CH:6]=[C:7]([Cl:14])[CH:8]=2, predict the reactants needed to synthesize it. The reactants are: [Cl:1][C:2]1[C:11]([NH:12][NH2:13])=[N:10][C:9]2[C:4](=[CH:5][CH:6]=[C:7]([Cl:14])[CH:8]=2)[N:3]=1.C(N(CC)CC)C.C1COCC1.[S:27]1[CH:31]=[CH:30][CH:29]=[C:28]1[CH2:32][C:33](Cl)=[O:34]. (5) Given the product [NH2:3][C:2]1[S:1][C:11]2[C:6]([N:5]=1)=[CH:7][CH:8]=[C:9]([O:12][C:13]1[CH:18]=[CH:17][C:16]([NH:19][C:20](=[O:26])[O:21][C:22]([CH3:23])([CH3:24])[CH3:25])=[CH:15][C:14]=1[F:27])[N:10]=2, predict the reactants needed to synthesize it. The reactants are: [S-:1][C:2]#[N:3].[K+].[NH2:5][C:6]1[CH:7]=[CH:8][C:9]([O:12][C:13]2[CH:18]=[CH:17][C:16]([NH:19][C:20](=[O:26])[O:21][C:22]([CH3:25])([CH3:24])[CH3:23])=[CH:15][C:14]=2[F:27])=[N:10][CH:11]=1.BrBr. (6) Given the product [Br:35][CH2:14][C:15]1[C:33]([O:34][CH3:37])=[C:13]2[O:46][C:10]([CH3:26])([CH3:25])[CH2:11][C:12]2=[C:17]2[C:16]=1[CH2:18][C:19]([CH3:21])([CH3:22])[N:47]=[C:8]2[C:4]1[CH:5]=[CH:6][CH:7]=[C:2]([Br:1])[CH:3]=1, predict the reactants needed to synthesize it. The reactants are: [Br:1][C:2]1[CH:3]=[C:4]([C:8]2(C3C=CC=CC=3)[C:17]3[C:12](=[CH:13][C:14](OC)=[C:15]4O[C:19]([CH3:22])([CH3:21])[CH2:18][C:16]4=3)[CH2:11][C:10]([CH3:26])([CH3:25])N2)[CH:5]=[CH:6][CH:7]=1.[CH2:33]=[O:34].[Br-:35].[Na+].[C:37](O)(=O)C.S(=O)(=O)(O)O.[OH2:46].[NH3:47].